This data is from Reaction yield outcomes from USPTO patents with 853,638 reactions. The task is: Predict the reaction yield, written as a fraction of the theoretical maximum amount of product (1.0 means a 100% yield; for example, 0.34 means a 34% yield). (1) The yield is 0.880. The product is [NH2:27][C:28]1[N:33]=[C:32]([C:34]2[CH:39]=[CH:38][C:37]([CH2:40][C@H:41]([NH:45][C:46]([O:48][C:49]([CH3:52])([CH3:51])[CH3:50])=[O:47])[C:42]([OH:44])=[O:43])=[CH:36][CH:35]=2)[CH:31]=[C:30]([O:26][CH:21]([C:18]2[CH:19]=[CH:20][C:15]([C:13]3[CH:12]=[CH:11][CH:10]=[C:9]([O:8][CH3:7])[N:14]=3)=[CH:16][CH:17]=2)[C:22]([F:23])([F:24])[F:25])[N:29]=1. The reactants are C([O-])([O-])=O.[Cs+].[Cs+].[CH3:7][O:8][C:9]1[N:14]=[C:13]([C:15]2[CH:20]=[CH:19][C:18]([CH:21]([OH:26])[C:22]([F:25])([F:24])[F:23])=[CH:17][CH:16]=2)[CH:12]=[CH:11][CH:10]=1.[NH2:27][C:28]1[N:33]=[C:32]([C:34]2[CH:39]=[CH:38][C:37]([CH2:40][C@H:41]([NH:45][C:46]([O:48][C:49]([CH3:52])([CH3:51])[CH3:50])=[O:47])[C:42]([OH:44])=[O:43])=[CH:36][CH:35]=2)[CH:31]=[C:30](Cl)[N:29]=1.O. The catalyst is O1CCOCC1.C(OCC)(=O)C. (2) The reactants are Cl[C:2]1[N:11]=[C:10]([NH:12][C:13]2[CH:17]=[C:16]([CH3:18])[NH:15][N:14]=2)[C:9]2[C:4](=[CH:5][CH:6]=[CH:7][CH:8]=2)[N:3]=1.[C:19]1([CH3:28])[CH:24]=[CH:23][CH:22]=[C:21](B(O)O)[CH:20]=1.C([O-])([O-])=O.[Na+].[Na+].C(P(C(C)(C)C)C(C)(C)C)(C)(C)C. The catalyst is CN(C=O)C.C1C=CC(P(C2C=CC=CC=2)[C-]2C=CC=C2)=CC=1.C1C=CC(P(C2C=CC=CC=2)[C-]2C=CC=C2)=CC=1.Cl[Pd]Cl.[Fe+2].O. The product is [CH3:28][C:19]1[CH:20]=[C:21]([C:2]2[N:11]=[C:10]([NH:12][C:13]3[NH:14][N:15]=[C:16]([CH3:18])[CH:17]=3)[C:9]3[C:4](=[CH:5][CH:6]=[CH:7][CH:8]=3)[N:3]=2)[CH:22]=[CH:23][CH:24]=1. The yield is 0.750.